This data is from Forward reaction prediction with 1.9M reactions from USPTO patents (1976-2016). The task is: Predict the product of the given reaction. (1) Given the reactants Br[CH:2]([C:23]1[CH:28]=[CH:27][CH:26]=[CH:25][CH:24]=1)[C:3]([C:5]1[CH:10]=[CH:9][C:8]([C:11]2([NH:15][C:16](=[O:22])[O:17][C:18]([CH3:21])([CH3:20])[CH3:19])[CH2:14][CH2:13][CH2:12]2)=[CH:7][CH:6]=1)=O.[CH2:29]([C:31]1[N:32]=[C:33]([O:38][CH3:39])[C:34]([NH2:37])=[N:35][CH:36]=1)[CH3:30].C(N(C(C)C)CC)(C)C, predict the reaction product. The product is: [CH2:29]([C:31]1[N:32]=[C:33]([O:38][CH3:39])[C:34]2[N:35]([C:2]([C:23]3[CH:24]=[CH:25][CH:26]=[CH:27][CH:28]=3)=[C:3]([C:5]3[CH:10]=[CH:9][C:8]([C:11]4([NH:15][C:16](=[O:22])[O:17][C:18]([CH3:20])([CH3:19])[CH3:21])[CH2:12][CH2:13][CH2:14]4)=[CH:7][CH:6]=3)[N:37]=2)[CH:36]=1)[CH3:30]. (2) Given the reactants [N+:1]([C:4]1[C:5]([C:9]([O:11][CH3:12])=[O:10])=[N:6][NH:7][CH:8]=1)([O-])=O, predict the reaction product. The product is: [NH2:1][C:4]1[C:5]([C:9]([O:11][CH3:12])=[O:10])=[N:6][NH:7][CH:8]=1. (3) Given the reactants [CH3:1][Mg]Cl.N#N.[CH2:6]([O:13][C:14]1[CH:15]=[C:16]2[C:21](=[CH:22][CH:23]=1)[CH:20]=[C:19]([C:24]1[CH:33]=[CH:32][C:27]([C:28]([O:30][CH3:31])=[O:29])=[CH:26][CH:25]=1)[C:18](OS(C(F)(F)F)(=O)=O)=[CH:17]2)[C:7]1[CH:12]=[CH:11][CH:10]=[CH:9][CH:8]=1, predict the reaction product. The product is: [CH2:6]([O:13][C:14]1[CH:15]=[C:16]2[C:21](=[CH:22][CH:23]=1)[CH:20]=[C:19]([C:24]1[CH:33]=[CH:32][C:27]([C:28]([O:30][CH3:31])=[O:29])=[CH:26][CH:25]=1)[C:18]([CH3:1])=[CH:17]2)[C:7]1[CH:12]=[CH:11][CH:10]=[CH:9][CH:8]=1. (4) Given the reactants C([O:4][C:5]1[CH:20]=[CH:19][C:8]([CH:9]=[CH:10][C:11]2[CH:16]=[C:15]([OH:17])[CH:14]=[C:13]([F:18])[CH:12]=2)=[CH:7][CH:6]=1)(=O)C.Cl, predict the reaction product. The product is: [F:18][C:13]1[CH:12]=[C:11]([CH:10]=[CH:9][C:8]2[CH:19]=[CH:20][C:5]([OH:4])=[CH:6][CH:7]=2)[CH:16]=[C:15]([OH:17])[CH:14]=1. (5) Given the reactants [CH:1]([C:3]1[CH:4]=[N:5][CH:6]=[CH:7][C:8]=1[C:9]1[CH:10]=[C:11]([CH:14]=[CH:15][CH:16]=1)[C:12]#[N:13])=[O:2].[CH3:17][O:18][C:19]1[CH:24]=[CH:23][C:22]([Mg]Br)=[CH:21][CH:20]=1, predict the reaction product. The product is: [OH:2][CH:1]([C:22]1[CH:23]=[CH:24][C:19]([O:18][CH3:17])=[CH:20][CH:21]=1)[C:3]1[CH:4]=[N:5][CH:6]=[CH:7][C:8]=1[C:9]1[CH:10]=[C:11]([CH:14]=[CH:15][CH:16]=1)[C:12]#[N:13]. (6) Given the reactants Cl[C:2]([O:4][C:5]1[CH:10]=[CH:9][C:8]([N+:11]([O-:13])=[O:12])=[CH:7][CH:6]=1)=[O:3].[NH2:14][C@H:15]1[CH2:20][CH2:19][CH2:18][N:17]([C:21]([O:23][C:24]([CH3:27])([CH3:26])[CH3:25])=[O:22])[CH2:16]1.N1C=CC=CC=1, predict the reaction product. The product is: [N+:11]([C:8]1[CH:9]=[CH:10][C:5]([O:4][C:2]([NH:14][C@H:15]2[CH2:20][CH2:19][CH2:18][N:17]([C:21]([O:23][C:24]([CH3:27])([CH3:26])[CH3:25])=[O:22])[CH2:16]2)=[O:3])=[CH:6][CH:7]=1)([O-:13])=[O:12]. (7) Given the reactants [Cl:1][C:2]1[CH:10]=[CH:9][C:8]2[NH:7][C:6]3[CH2:11][CH2:12][N:13]([CH3:15])[CH2:14][C:5]=3[C:4]=2[CH:3]=1.C(=O)([O-])[O-].[K+].[K+].N1C2C(=CC=C3C=2N=CC=C3)C=CC=1.Br[C:37]#[C:38][C:39]1[CH:44]=[CH:43][C:42]([F:45])=[CH:41][CH:40]=1, predict the reaction product. The product is: [Cl:1][C:2]1[CH:10]=[CH:9][C:8]2[N:7]([C:37]#[C:38][C:39]3[CH:44]=[CH:43][C:42]([F:45])=[CH:41][CH:40]=3)[C:6]3[CH2:11][CH2:12][N:13]([CH3:15])[CH2:14][C:5]=3[C:4]=2[CH:3]=1.